This data is from Reaction yield outcomes from USPTO patents with 853,638 reactions. The task is: Predict the reaction yield, written as a fraction of the theoretical maximum amount of product (1.0 means a 100% yield; for example, 0.34 means a 34% yield). (1) The reactants are [Br:1][C:2]1[CH:3]=[CH:4][C:5]2[CH:9]=[C:8](C(O)=O)[S:7][C:6]=2[CH:13]=1.Cl. The catalyst is N1C2C(=CC=CC=2)C=CC=1.[Cu]. The product is [Br:1][C:2]1[CH:3]=[CH:4][C:5]2[CH:9]=[CH:8][S:7][C:6]=2[CH:13]=1. The yield is 0.620. (2) The catalyst is C(Cl)Cl.C(O)(C(F)(F)F)=O. The product is [C:48]([C:50]1[CH:51]=[CH:52][C:53]([S:56]([N:25]2[CH2:26][CH2:27][CH:22]([NH:21][C:19]([C:16]3[CH:15]=[CH:14][C:13]4[NH:12][C:11]5[CH2:35][CH2:36][N:8]([CH2:7][C:6]6[CH:5]=[CH:4][C:3]([C:2]([F:40])([F:1])[F:39])=[CH:38][CH:37]=6)[CH2:9][C:10]=5[C:18]=4[CH:17]=3)=[O:20])[CH2:23][CH2:24]2)(=[O:58])=[O:57])=[CH:54][CH:55]=1)#[N:49]. The yield is 0.970. The reactants are [F:1][C:2]([F:40])([F:39])[C:3]1[CH:38]=[CH:37][C:6]([CH2:7][N:8]2[CH2:36][CH2:35][C:11]3[NH:12][C:13]4[CH:14]=[CH:15][C:16]([C:19]([NH:21][CH:22]5[CH2:27][CH2:26][N:25](C(OC(C)(C)C)=O)[CH2:24][CH2:23]5)=[O:20])=[CH:17][C:18]=4[C:10]=3[CH2:9]2)=[CH:5][CH:4]=1.C(N(CC)CC)C.[C:48]([C:50]1[CH:55]=[CH:54][C:53]([S:56](Cl)(=[O:58])=[O:57])=[CH:52][CH:51]=1)#[N:49].C(=O)(O)[O-].[Na+]. (3) The reactants are [C:1]12([C:11]3[CH:16]=[C:15](I)[CH:14]=[CH:13][C:12]=3[O:18][CH3:19])[CH2:10][CH:5]3[CH2:6][CH:7]([CH2:9][CH:3]([CH2:4]3)[CH2:2]1)[CH2:8]2.[Br:20][C:21]1[CH:26]=[CH:25][C:24](B(O)O)=[CH:23][CH:22]=1.C([O-])(O)=O.[Na+]. The catalyst is O1CCOCC1.O. The product is [Br:20][C:21]1[CH:26]=[CH:25][C:24]([C:15]2[CH:14]=[CH:13][C:12]([O:18][CH3:19])=[C:11]([C:1]34[CH2:8][CH:7]5[CH2:9][CH:3]([CH2:4][CH:5]([CH2:6]5)[CH2:10]3)[CH2:2]4)[CH:16]=2)=[CH:23][CH:22]=1. The yield is 0.390. (4) The reactants are [F:1][C:2]1[CH:9]=[CH:8][C:5]([CH:6]=[O:7])=[CH:4][C:3]=1[Br:10].[N+:11]([O-])([OH:13])=[O:12]. The catalyst is S(=O)(=O)(O)O. The product is [Br:10][C:3]1[C:2]([F:1])=[CH:9][C:8]([N+:11]([O-:13])=[O:12])=[C:5]([CH:4]=1)[CH:6]=[O:7]. The yield is 0.730. (5) The reactants are Cl[C:2]1[C:3]2[N:10]([CH3:11])[CH:9]=[CH:8][C:4]=2[N:5]=[CH:6][N:7]=1.[OH:12][C:13]1[CH:18]=[CH:17][C:16]([NH:19][C:20]([NH:22][C:23]2[CH:28]=[CH:27][CH:26]=[C:25]([C:29]([F:32])([F:31])[F:30])[CH:24]=2)=[O:21])=[C:15]([CH2:33][OH:34])[CH:14]=1.C(=O)([O-])[O-].[K+].[K+].CN1CCCC1=O. The catalyst is O. The product is [OH:34][CH2:33][C:15]1[CH:14]=[C:13]([O:12][C:2]2[C:3]3[N:10]([CH3:11])[CH:9]=[CH:8][C:4]=3[N:5]=[CH:6][N:7]=2)[CH:18]=[CH:17][C:16]=1[NH:19][C:20]([NH:22][C:23]1[CH:28]=[CH:27][CH:26]=[C:25]([C:29]([F:30])([F:31])[F:32])[CH:24]=1)=[O:21]. The yield is 0.240. (6) The reactants are C[O:2][C:3](=[O:20])[CH:4]=[CH:5][C:6]1[CH:11]=[CH:10][C:9]([C:12]([F:15])([F:14])[F:13])=[CH:8][C:7]=1[O:16][CH2:17][CH2:18][CH3:19].[Li+].[OH-]. The catalyst is C1COCC1.CO. The product is [CH2:17]([O:16][C:7]1[CH:8]=[C:9]([C:12]([F:13])([F:15])[F:14])[CH:10]=[CH:11][C:6]=1[CH:5]=[CH:4][C:3]([OH:20])=[O:2])[CH2:18][CH3:19]. The yield is 0.720. (7) The reactants are Br.[NH2:2][C:3]1[CH:4]=[C:5]([C:8]([O:10][CH3:11])=[O:9])[S:6][CH:7]=1.[N:12]([O-])=O.[Na+].[F:16][P-:17]([F:22])([F:21])([F:20])([F:19])[F:18].[H+]. The catalyst is Cl.O. The product is [F:16][P-:17]([F:22])([F:21])([F:20])([F:19])[F:18].[CH3:11][O:10][C:8]([C:5]1[S:6][CH:7]=[C:3]([N+:2]#[N:12])[CH:4]=1)=[O:9]. The yield is 0.870.